From a dataset of Full USPTO retrosynthesis dataset with 1.9M reactions from patents (1976-2016). Predict the reactants needed to synthesize the given product. (1) Given the product [C:42]([Si:39]([CH3:41])([CH3:40])[O:38][C@H:37]([C:46]1[CH:55]=[CH:54][C:53]([OH:56])=[C:52]2[C:47]=1[CH:48]=[CH:49][C:50](=[O:57])[NH:51]2)[CH2:36][NH:35][CH2:33][CH2:32][CH2:31][CH2:30][CH2:29][CH2:28][CH2:27][CH2:26][CH2:25][N:2]([CH3:1])[C@H:3]1[C@H:7]2[CH2:8][CH2:9][C@@H:4]1[C@H:5]([O:10][C:11](=[O:24])[C:12]([OH:23])([C:18]1[S:19][CH:20]=[CH:21][CH:22]=1)[C:13]1[S:14][CH:15]=[CH:16][CH:17]=1)[CH2:6]2)([CH3:45])([CH3:44])[CH3:43], predict the reactants needed to synthesize it. The reactants are: [CH3:1][N:2]([CH2:25][CH2:26][CH2:27][CH2:28][CH2:29][CH2:30][CH2:31][CH2:32][CH:33]=O)[C@H:3]1[C@H:7]2[CH2:8][CH2:9][C@@H:4]1[C@H:5]([O:10][C:11](=[O:24])[C:12]([OH:23])([C:18]1[S:19][CH:20]=[CH:21][CH:22]=1)[C:13]1[S:14][CH:15]=[CH:16][CH:17]=1)[CH2:6]2.[NH2:35][CH2:36][C@@H:37]([C:46]1[CH:55]=[CH:54][C:53]([OH:56])=[C:52]2[C:47]=1[CH:48]=[CH:49][C:50](=[O:57])[NH:51]2)[O:38][Si:39]([C:42]([CH3:45])([CH3:44])[CH3:43])([CH3:41])[CH3:40].C(O[BH-](OC(=O)C)OC(=O)C)(=O)C.[Na+]. (2) The reactants are: C(O[C:4]([C:6]1[C:7]2[N:8]=[CH:9][CH:10]=[N:11][C:12]=2[C:13]([C:16]2[C:21]([F:22])=[C:20]([O:23][CH3:24])[CH:19]=[C:18]([O:25][CH3:26])[C:17]=2[F:27])=[CH:14][CH:15]=1)=[O:5])C.[CH2:28]([N:30]([CH2:40][CH3:41])[CH2:31][C:32]1[N:33]=[C:34]([N+:37]([O-])=O)[NH:35][CH:36]=1)[CH3:29].CO.C1COCC1.CO. Given the product [CH2:28]([N:30]([CH2:31][C:32]1[N:33]=[C:34]([NH:37][C:4]([C:6]2[C:7]3[N:8]=[CH:9][CH:10]=[N:11][C:12]=3[C:13]([C:16]3[C:21]([F:22])=[C:20]([O:23][CH3:24])[CH:19]=[C:18]([O:25][CH3:26])[C:17]=3[F:27])=[CH:14][CH:15]=2)=[O:5])[NH:35][CH:36]=1)[CH2:40][CH3:41])[CH3:29], predict the reactants needed to synthesize it.